Dataset: Blood-brain barrier penetration binary classification data from Martins et al.. Task: Regression/Classification. Given a drug SMILES string, predict its absorption, distribution, metabolism, or excretion properties. Task type varies by dataset: regression for continuous measurements (e.g., permeability, clearance, half-life) or binary classification for categorical outcomes (e.g., BBB penetration, CYP inhibition). Dataset: bbb_martins. (1) The drug is O=C1CN=C(c2ccccc2F)c2cc(Cl)ccc2N1CC(O)CO. The result is 1 (penetrates BBB). (2) The compound is CN1CC[C@]23c4c5ccc(O)c4O[C@H]2[C@@H](O)CC[C@@]3(O)[C@H]1C5. The result is 1 (penetrates BBB). (3) The drug is N=C(N)c1ccc(-c2ccccc2[N+](=O)[O-])o1. The result is 1 (penetrates BBB). (4) The compound is COc1cc2c(c(CN[C@@H]3CCCN[C@H]3c3ccccc3)c1)OCC2. The result is 1 (penetrates BBB). (5) The compound is CC(=O)OCC(=O)[C@@]1(O)[C@H](OC(C)=O)C[C@H]2[C@@H]3CCC4=CC(=O)C=C[C@]4(C)[C@@]3(F)[C@@H](O)C[C@@]21C. The result is 1 (penetrates BBB). (6) The molecule is CCCCOc1ccc(C(=O)CCN2CCCCC2)cc1.[Cl]. The result is 0 (does not penetrate BBB). (7) The drug is CO/N=C(\C(=O)N[C@@H]1C(=O)N2C(C(=O)O)=C(C)CS[C@H]12)c1csc(N)n1. The result is 0 (does not penetrate BBB). (8) The molecule is COc1ccc2c3c1O[C@H]1C(=O)CC[C@H]4[C@@H](C2)N(C)CC[C@]314. The result is 1 (penetrates BBB). (9) The result is 1 (penetrates BBB). The molecule is C=C1CC2C3C=CC4=CC(=O)CCC4(C)C3C(O)CC2(C)[C@@]1(O)C(=O)CO.